This data is from Reaction yield outcomes from USPTO patents with 853,638 reactions. The task is: Predict the reaction yield, written as a fraction of the theoretical maximum amount of product (1.0 means a 100% yield; for example, 0.34 means a 34% yield). (1) The catalyst is C(Cl)Cl. The product is [F:27][C:24]1[CH:23]=[CH:22][C:21]([C:20]2[C:13]3[C:12]([NH:11][CH2:10][CH2:9][CH2:8][C:5]4[CH:6]=[CH:7][C:2]([NH:1][C:28](=[O:30])[CH3:29])=[CH:3][CH:4]=4)=[N:17][CH:16]=[N:15][C:14]=3[S:18][CH:19]=2)=[CH:26][CH:25]=1. The reactants are [NH2:1][C:2]1[CH:7]=[CH:6][C:5]([CH2:8][CH2:9][CH2:10][NH:11][C:12]2[C:13]3[C:20]([C:21]4[CH:26]=[CH:25][C:24]([F:27])=[CH:23][CH:22]=4)=[CH:19][S:18][C:14]=3[N:15]=[CH:16][N:17]=2)=[CH:4][CH:3]=1.[C:28](OC(=O)C)(=[O:30])[CH3:29]. The yield is 0.900. (2) The reactants are [F:1][C:2]([F:30])([F:29])[C:3]1[CH:4]=[C:5]([C:13]2(C)[CH:22]([C:23](O)=[O:24])[C:21]3[C:16](=[CH:17][CH:18]=[CH:19][CH:20]=3)[C:15](=[O:26])[N:14]2[CH3:27])[CH:6]=[C:7]([C:9]([F:12])([F:11])[F:10])[CH:8]=1.C1CN([P+](ON2N=NC3C=CC=CC2=3)(N2CCCC2)N2CCCC2)CC1.F[P-](F)(F)(F)(F)F.[CH2:64]([CH2:67][OH:68])[CH2:65][NH2:66].C(N(CC)C(C)C)(C)C. The catalyst is ClCCl. The product is [F:10][C:9]([F:11])([F:12])[C:7]1[CH:6]=[C:5]([C@H:13]2[C@H:22]([C:23]([NH:66][CH2:65][CH2:64][CH2:67][OH:68])=[O:24])[C:21]3[C:16](=[CH:17][CH:18]=[CH:19][CH:20]=3)[C:15](=[O:26])[N:14]2[CH3:27])[CH:4]=[C:3]([C:2]([F:29])([F:30])[F:1])[CH:8]=1. The yield is 0.972. (3) The reactants are [Na+].[I-:2].[N:3]1([C:14]([O:16][C:17]([CH3:20])([CH3:19])[CH3:18])=[O:15])[CH2:8][CH2:7][CH:6]([C:9]([O:11][CH2:12]Cl)=[O:10])[CH2:5][CH2:4]1. The catalyst is C(#N)C. The product is [N:3]1([C:14]([O:16][C:17]([CH3:20])([CH3:19])[CH3:18])=[O:15])[CH2:8][CH2:7][CH:6]([C:9]([O:11][CH2:12][I:2])=[O:10])[CH2:5][CH2:4]1. The yield is 0.940.